From a dataset of Forward reaction prediction with 1.9M reactions from USPTO patents (1976-2016). Predict the product of the given reaction. (1) Given the reactants [Cl:1][C:2]1[CH:3]=[CH:4][C:5]2[N:6]([CH:8]=[C:9]([C:11]([F:14])([F:13])[F:12])[N:10]=2)[N:7]=1.Cl[S:16]([OH:19])(=O)=[O:17].C([N:22](CC)CC)C.P(Cl)(Cl)(Cl)=O.O.N.Cl, predict the reaction product. The product is: [Cl:1][C:2]1[CH:3]=[CH:4][C:5]2[N:6]([C:8]([S:16]([NH2:22])(=[O:19])=[O:17])=[C:9]([C:11]([F:14])([F:13])[F:12])[N:10]=2)[N:7]=1. (2) Given the reactants [C:1]([C:3]1[C:8](=[O:9])[NH:7][C:6]([C:10]([O:12][CH2:13][CH3:14])=[O:11])=[CH:5][C:4]=1[CH3:15])#[N:2].[OH-].[Na+].Cl[CH2:19]Cl, predict the reaction product. The product is: [C:1]([C:3]1[C:4]([CH3:15])=[CH:5][C:6]([C:10]([O:12][CH2:13][CH3:14])=[O:11])=[N:7][C:8]=1[O:9][CH3:19])#[N:2].